This data is from Full USPTO retrosynthesis dataset with 1.9M reactions from patents (1976-2016). The task is: Predict the reactants needed to synthesize the given product. Given the product [C:16]([O:15][C:13]([N:6]1[C:5](=[O:12])[C:4]2[C:8](=[CH:9][CH:10]=[C:2]([F:1])[CH:3]=2)[C:7]1=[O:11])=[O:14])([CH3:19])([CH3:18])[CH3:17], predict the reactants needed to synthesize it. The reactants are: [F:1][C:2]1[CH:3]=[C:4]2[C:8](=[CH:9][CH:10]=1)[C:7](=[O:11])[NH:6][C:5]2=[O:12].[C:13](O[C:13]([O:15][C:16]([CH3:19])([CH3:18])[CH3:17])=[O:14])([O:15][C:16]([CH3:19])([CH3:18])[CH3:17])=[O:14].